Dataset: Reaction yield outcomes from USPTO patents with 853,638 reactions. Task: Predict the reaction yield, written as a fraction of the theoretical maximum amount of product (1.0 means a 100% yield; for example, 0.34 means a 34% yield). (1) The product is [F:19][C:20]1[CH:28]=[CH:27][C:23]([C:24]([NH:5][C:4]2[CH:6]=[CH:7][C:8]([N:9]3[C:13]([CH3:14])=[CH:12][C:11]([C:15]([F:17])([F:16])[F:18])=[N:10]3)=[C:2]([F:1])[CH:3]=2)=[O:25])=[C:22]([CH3:29])[CH:21]=1. The catalyst is C(Cl)Cl. The reactants are [F:1][C:2]1[CH:3]=[C:4]([CH:6]=[CH:7][C:8]=1[N:9]1[C:13]([CH3:14])=[CH:12][C:11]([C:15]([F:18])([F:17])[F:16])=[N:10]1)[NH2:5].[F:19][C:20]1[CH:28]=[CH:27][C:23]([C:24](Cl)=[O:25])=[C:22]([CH3:29])[CH:21]=1.CCN(C(C)C)C(C)C.C([O-])(O)=O.[Na+].CC(=O)OCC. The yield is 0.875. (2) The reactants are [F:1][C:2]([F:7])([F:6])[C:3]([OH:5])=[O:4].[CH:8]1([CH:13]([N:17]2[CH:21]=[C:20]([C:22]3[C:23]4[CH:30]=[CH:29][NH:28][C:24]=4[N:25]=[CH:26][N:27]=3)[CH:19]=[N:18]2)[CH2:14][C:15]#[CH:16])[CH2:12][CH2:11][CH2:10][CH2:9]1.[H][H]. The catalyst is CO.[Pd]. The product is [F:1][C:2]([F:7])([F:6])[C:3]([OH:5])=[O:4].[CH:8]1([CH:13]([N:17]2[CH:21]=[C:20]([C:22]3[C:23]4[CH:30]=[CH:29][NH:28][C:24]=4[N:25]=[CH:26][N:27]=3)[CH:19]=[N:18]2)[CH2:14][CH2:15][CH3:16])[CH2:12][CH2:11][CH2:10][CH2:9]1. The yield is 0.690. (3) The reactants are Br[C:2]1[C:7]([N:8](COC)[S:9]([C:12]2[CH:17]=[CH:16][C:15]([Cl:18])=[C:14]([C:19]([F:22])([F:21])[F:20])[CH:13]=2)(=[O:11])=[O:10])=[CH:6][C:5]([Cl:26])=[CH:4][N:3]=1.[C:27](=[O:29])=[O:28].CC#N.C([Mg]Cl)(C)C.[Cl:38][C:39]1[C:50](C(N(OC)C)=O)=[CH:49][CH:48]=[CH:47][C:40]=1[C:41](N(OC)C)=[O:42].[NH4+].[Cl-].Cl.O1CCOCC1. The catalyst is O.CCOC(C)=O.C1COCC1. The product is [Cl:38][C:39]1[C:40]([C:41]([C:2]2[C:7]([NH:8][S:9]([C:12]3[CH:17]=[CH:16][C:15]([Cl:18])=[C:14]([C:19]([F:20])([F:22])[F:21])[CH:13]=3)(=[O:10])=[O:11])=[CH:6][C:5]([Cl:26])=[CH:4][N:3]=2)=[O:42])=[CH:47][CH:48]=[CH:49][C:50]=1[C:27]([OH:29])=[O:28]. The yield is 0.120. (4) The catalyst is CN(C=O)C.O. The reactants are F[C:2]1[CH:12]=[CH:11][C:5]([C:6]([O:8][CH2:9][CH3:10])=[O:7])=[CH:4][CH:3]=1.[CH3:13][N:14]1[CH2:19][CH2:18][NH:17][CH2:16][CH2:15]1.C(=O)([O-])[O-].[K+].[K+].Cl. The yield is 0.440. The product is [CH3:13][N:14]1[CH2:19][CH2:18][N:17]([C:2]2[CH:12]=[CH:11][C:5]([C:6]([O:8][CH2:9][CH3:10])=[O:7])=[CH:4][CH:3]=2)[CH2:16][CH2:15]1. (5) The reactants are [Br:1][C:2]1[C:3]([CH3:20])=[C:4]([N:8]2[CH2:16][C:15]3[C:10](=[CH:11][CH:12]=[C:13]([O:17]C)[CH:14]=3)[C:9]2=[O:19])[CH:5]=[CH:6][CH:7]=1.B(Br)(Br)Br. The catalyst is C(Cl)Cl. The product is [Br:1][C:2]1[C:3]([CH3:20])=[C:4]([N:8]2[CH2:16][C:15]3[C:10](=[CH:11][CH:12]=[C:13]([OH:17])[CH:14]=3)[C:9]2=[O:19])[CH:5]=[CH:6][CH:7]=1. The yield is 0.650. (6) The reactants are Br[C:2]1[S:3][C:4]([C:8]([NH:10][S:11]([C:14]2[CH:19]=[CH:18][CH:17]=[CH:16][C:15]=2[S:20](=[O:23])(=[O:22])[NH2:21])(=[O:13])=[O:12])=[O:9])=[C:5]([CH3:7])[N:6]=1.[O:24]1[C:28]2[CH:29]=[CH:30][CH:31]=[CH:32][C:27]=2[CH:26]=[C:25]1B(O)O. No catalyst specified. The product is [O:24]1[C:28]2[CH:29]=[CH:30][CH:31]=[CH:32][C:27]=2[CH:26]=[C:25]1[C:2]1[S:3][C:4]([C:8]([NH:10][S:11]([C:14]2[CH:19]=[CH:18][CH:17]=[CH:16][C:15]=2[S:20](=[O:23])(=[O:22])[NH2:21])(=[O:13])=[O:12])=[O:9])=[C:5]([CH3:7])[N:6]=1. The yield is 0.0600. (7) The catalyst is C(O)C. The product is [NH2:30][C:26]1[C:25]([F:33])=[C:24]([CH:29]=[CH:28][CH:27]=1)[C:23]([NH:22][C:3]1[C:4]([C:18]([F:20])([F:21])[F:19])=[CH:5][C:6]([C:8]([F:17])([C:9]([F:10])([F:11])[F:12])[C:13]([F:14])([F:15])[F:16])=[CH:7][C:2]=1[Br:1])=[O:34]. The reactants are [Br:1][C:2]1[CH:7]=[C:6]([C:8]([F:17])([C:13]([F:16])([F:15])[F:14])[C:9]([F:12])([F:11])[F:10])[CH:5]=[C:4]([C:18]([F:21])([F:20])[F:19])[C:3]=1[NH:22][C:23](=[O:34])[C:24]1[CH:29]=[CH:28][CH:27]=[C:26]([N+:30]([O-])=O)[C:25]=1[F:33].Cl.[OH-].[Na+]. The yield is 0.990.